Dataset: Catalyst prediction with 721,799 reactions and 888 catalyst types from USPTO. Task: Predict which catalyst facilitates the given reaction. (1) Reactant: ClC(Cl)(OC(=O)OC(Cl)(Cl)Cl)Cl.[F:13][C:14]([F:22])([F:21])[CH:15]([OH:20])[C:16]([F:19])([F:18])[F:17].CCN(C(C)C)C(C)C.ClC([O-])=O.C(OC([NH:43][C@@H:44]1[CH2:48][CH2:47][N:46]([C:49]2[CH:68]=[C:67]([Cl:69])[CH:66]=[CH:65][C:50]=2[CH2:51][N:52]2[CH2:57][CH2:56][N:55]([C:58](OC(C)(C)C)=[O:59])[CH2:54][CH2:53]2)[CH2:45]1)=O)(C)(C)C.FC(F)(F)C(O)=O. Product: [NH2:43][C@@H:44]1[CH2:48][CH2:47][N:46]([C:49]2[CH:68]=[C:67]([Cl:69])[CH:66]=[CH:65][C:50]=2[CH2:51][N:52]2[CH2:57][CH2:56][N:55]([C:58]([O:20][CH:15]([C:16]([F:19])([F:18])[F:17])[C:14]([F:22])([F:21])[F:13])=[O:59])[CH2:54][CH2:53]2)[CH2:45]1. The catalyst class is: 2. (2) Reactant: F[C:2]1[CH:11]=[CH:10][C:9]([N+:12]([O-:14])=[O:13])=[CH:8][C:3]=1[C:4]([O:6][CH3:7])=[O:5].[CH2:15]([NH2:17])[CH3:16].C(=O)([O-])[O-].[K+].[K+]. Product: [CH2:15]([NH:17][C:2]1[CH:11]=[CH:10][C:9]([N+:12]([O-:14])=[O:13])=[CH:8][C:3]=1[C:4]([O:6][CH3:7])=[O:5])[CH3:16]. The catalyst class is: 1. (3) Reactant: [H-].[Al+3].[Li+].[H-].[H-].[H-].[NH2:7][C@H:8]([C:12]1[CH:17]=[CH:16][CH:15]=[CH:14][C:13]=1[O:18][CH3:19])[C:9](O)=[O:10].O.C([O-])([O-])=O.[K+].[K+]. Product: [NH2:7][C@H:8]([C:12]1[CH:17]=[CH:16][CH:15]=[CH:14][C:13]=1[O:18][CH3:19])[CH2:9][OH:10]. The catalyst class is: 1. (4) Reactant: [C:1]([C:3]1[CH:17]=[CH:16][C:6]([O:7][CH:8]2[CH:13]3[CH2:14][CH2:15][N:10]([CH2:11][CH2:12]3)[CH2:9]2)=[CH:5][CH:4]=1)#[CH:2].FC(F)(F)C([NH:22][C:23]1[CH:28]=[CH:27][CH:26]=[CH:25][C:24]=1I)=O.C1C=CC(P(C2C=CC=CC=2)C2C=CC=CC=2)=CC=1.[O-]P([O-])([O-])=O.[K+].[K+].[K+]. Product: [N:10]12[CH2:15][CH2:14][CH:13]([CH2:12][CH2:11]1)[CH:8]([O:7][C:6]1[CH:16]=[CH:17][C:3]([C:1]3[NH:22][C:23]4[C:28]([CH:2]=3)=[CH:27][CH:26]=[CH:25][CH:24]=4)=[CH:4][CH:5]=1)[CH2:9]2. The catalyst class is: 225. (5) Reactant: [C:1]([O:5][C:6](=[O:44])[NH:7][CH:8]([C:19](=[O:43])[N:20]([CH2:34][C:35]1[CH:40]=[CH:39][CH:38]=[C:37]([C:41]#[N:42])[CH:36]=1)[CH:21]([C:23]1[NH:24][CH:25]=[C:26]([C:28]2[CH:33]=[CH:32][CH:31]=[CH:30][CH:29]=2)[N:27]=1)[CH3:22])[CH2:9][C:10]1[C:15]([CH3:16])=[CH:14][C:13]([OH:17])=[CH:12][C:11]=1[CH3:18])([CH3:4])([CH3:3])[CH3:2].[OH:45]O.[OH-].[Na+]. Product: [C:1]([O:5][C:6](=[O:44])[NH:7][CH:8]([C:19](=[O:43])[N:20]([CH2:34][C:35]1[CH:40]=[CH:39][CH:38]=[C:37]([C:41](=[O:45])[NH2:42])[CH:36]=1)[CH:21]([C:23]1[NH:24][CH:25]=[C:26]([C:28]2[CH:33]=[CH:32][CH:31]=[CH:30][CH:29]=2)[N:27]=1)[CH3:22])[CH2:9][C:10]1[C:11]([CH3:18])=[CH:12][C:13]([OH:17])=[CH:14][C:15]=1[CH3:16])([CH3:2])([CH3:3])[CH3:4]. The catalyst class is: 14. (6) Reactant: Cl.OC1CNC1.C(O[BH-](OC(=O)C)OC(=O)C)(=O)C.[Na+].C(O)(=O)C.[CH:25]([C:27]1[CH:28]=[C:29]([CH:33]=[C:34]([S:36]([F:41])([F:40])([F:39])([F:38])[F:37])[CH:35]=1)[C:30]([OH:32])=[O:31])=[O:26]. Product: [OH:26][CH2:25][C:27]1[CH:28]=[C:29]([CH:33]=[C:34]([S:36]([F:41])([F:37])([F:38])([F:39])[F:40])[CH:35]=1)[C:30]([OH:32])=[O:31]. The catalyst class is: 46. (7) Reactant: C([O:8][C:9]1[C:34]([O:35][CH3:36])=[CH:33][C:12]([CH2:13][C:14]2[C:22]3[C:17](=[N:18][CH:19]=[CH:20][CH:21]=3)[N:16]([Si:23]([CH:30]([CH3:32])[CH3:31])([CH:27]([CH3:29])[CH3:28])[CH:24]([CH3:26])[CH3:25])[CH:15]=2)=[C:11]([F:37])[CH:10]=1)C1C=CC=CC=1. Product: [F:37][C:11]1[C:12]([CH2:13][C:14]2[C:22]3[C:17](=[N:18][CH:19]=[CH:20][CH:21]=3)[N:16]([Si:23]([CH:27]([CH3:29])[CH3:28])([CH:24]([CH3:26])[CH3:25])[CH:30]([CH3:32])[CH3:31])[CH:15]=2)=[CH:33][C:34]([O:35][CH3:36])=[C:9]([OH:8])[CH:10]=1. The catalyst class is: 541. (8) Reactant: [CH2:1]([O:4][CH:5]1[CH2:10][CH2:9][CH2:8][CH2:7][O:6]1)[C:2]#[CH:3].[Li]CCCC.[CH2:16]1[CH2:38][O:37][C:18]2([CH2:35][CH2:34][C:33]3[C:32]4[C@H:23]([C@H:24]5[C@@:28]([CH2:30][CH:31]=4)([CH3:29])[C:27](=[O:36])[CH2:26][CH2:25]5)[CH2:22][CH2:21][C:20]=3[CH2:19]2)[O:17]1. Product: [CH2:38]1[CH2:16][O:17][C:18]2([CH2:35][CH2:34][C:33]3[C:32]4[C@H:23]([C@H:24]5[C@@:28]([CH2:30][CH:31]=4)([CH3:29])[C@:27]([OH:36])([C:3]#[C:2][CH2:1][O:4][CH:5]4[CH2:10][CH2:9][CH2:8][CH2:7][O:6]4)[CH2:26][CH2:25]5)[CH2:22][CH2:21][C:20]=3[CH2:19]2)[O:37]1. The catalyst class is: 1.